Dataset: Forward reaction prediction with 1.9M reactions from USPTO patents (1976-2016). Task: Predict the product of the given reaction. (1) The product is: [IH:31].[N:22]1([CH2:21][CH2:20][N:19]2[C:18]3[CH:27]=[CH:28][CH:29]=[CH:30][C:17]=3[N:16]=[C:15]2[N:11]2[CH2:12][CH2:13][CH2:14][NH:8][CH2:9][CH2:10]2)[CH:26]=[CH:25][N:24]=[CH:23]1. Given the reactants C(OC([N:8]1[CH2:14][CH2:13][CH2:12][N:11]([C:15]2[N:19]([CH2:20][CH2:21][N:22]3[CH:26]=[CH:25][N:24]=[CH:23]3)[C:18]3[CH:27]=[CH:28][CH:29]=[CH:30][C:17]=3[N:16]=2)[CH2:10][CH2:9]1)=O)(C)(C)C.[IH:31], predict the reaction product. (2) Given the reactants C1([Mg]Br)CC1.[NH2:6][C:7]1[CH:8]=[C:9]([CH:12]=[C:13]([O:15][CH3:16])[CH:14]=1)C#N.Cl.[CH2:18]1[CH2:22][O:21][CH2:20][CH2:19]1, predict the reaction product. The product is: [NH2:6][C:7]1[CH:8]=[C:9]([C:20]([CH:19]2[CH2:22][CH2:18]2)=[O:21])[CH:12]=[C:13]([O:15][CH3:16])[CH:14]=1. (3) Given the reactants [OH:1][CH2:2][C:3]([NH:5][CH2:6][C@H:7]1[O:12][CH2:11][CH2:10][N:9](C(OC(C)(C)C)=O)[CH2:8]1)=[O:4], predict the reaction product. The product is: [OH:1][CH2:2][C:3]([NH:5][CH2:6][C@H:7]1[O:12][CH2:11][CH2:10][NH:9][CH2:8]1)=[O:4]. (4) The product is: [Cl:1][C:2]1[CH:7]=[CH:6][N:5]=[C:4]2[CH:8]=[C:9]([CH:12]3[CH2:14][CH2:13]3)[O:10][C:3]=12. Given the reactants [Cl:1][C:2]1[CH:7]=[CH:6][N:5]=[C:4]2[CH:8]=[C:9](I)[O:10][C:3]=12.[CH:12]1(B(O)O)[CH2:14][CH2:13]1.C1(P(C2CCCCC2)C2CCCCC2)CCCCC1.P([O-])([O-])([O-])=O.[K+].[K+].[K+], predict the reaction product. (5) Given the reactants [NH:1]1[C:9]2[C:4](=[C:5]([C:10]3[N:11]=[C:12]([N:22]4[CH2:27][CH2:26][O:25][CH2:24][CH2:23]4)[C:13]4[S:18][C:17]([C:19](O)=[O:20])=[CH:16][C:14]=4[N:15]=3)[CH:6]=[CH:7][CH:8]=2)[CH:3]=[N:2]1.[NH:28]([CH2:32][CH2:33][OH:34])[CH2:29][CH2:30][OH:31], predict the reaction product. The product is: [OH:31][CH2:30][CH2:29][N:28]([CH2:32][CH2:33][OH:34])[C:19]([C:17]1[S:18][C:13]2[C:12]([N:22]3[CH2:23][CH2:24][O:25][CH2:26][CH2:27]3)=[N:11][C:10]([C:5]3[CH:6]=[CH:7][CH:8]=[C:9]4[C:4]=3[CH:3]=[N:2][NH:1]4)=[N:15][C:14]=2[CH:16]=1)=[O:20]. (6) Given the reactants [CH3:1][N:2]1[CH2:7][CH2:6][CH:5]([OH:8])[CH2:4][CH2:3]1.[H-].[Na+].F[C:12]1[CH:17]=[CH:16][C:15]([S:18]([NH2:21])(=[O:20])=[O:19])=[CH:14][C:13]=1[N+:22]([O-:24])=[O:23], predict the reaction product. The product is: [CH3:1][N:2]1[CH2:7][CH2:6][CH:5]([O:8][C:12]2[CH:17]=[CH:16][C:15]([S:18]([NH2:21])(=[O:20])=[O:19])=[CH:14][C:13]=2[N+:22]([O-:24])=[O:23])[CH2:4][CH2:3]1.